Dataset: Forward reaction prediction with 1.9M reactions from USPTO patents (1976-2016). Task: Predict the product of the given reaction. Given the reactants [OH:1][C:2]1[CH:9]=[CH:8][C:5]([CH:6]=[O:7])=[CH:4][C:3]=1[O:10][CH3:11].C(=O)([O-])[O-].[Li+].[Li+].F[C:19]1[CH:24]=[CH:23][C:22]([C:25]([F:28])([F:27])[F:26])=[CH:21][C:20]=1[N+:29]([O-:31])=[O:30].O, predict the reaction product. The product is: [CH3:11][O:10][C:3]1[CH:4]=[C:5]([CH:8]=[CH:9][C:2]=1[O:1][C:19]1[CH:24]=[CH:23][C:22]([C:25]([F:28])([F:26])[F:27])=[CH:21][C:20]=1[N+:29]([O-:31])=[O:30])[CH:6]=[O:7].